Task: Predict the reaction yield, written as a fraction of the theoretical maximum amount of product (1.0 means a 100% yield; for example, 0.34 means a 34% yield).. Dataset: Reaction yield outcomes from USPTO patents with 853,638 reactions (1) The reactants are [F:1][C:2]([F:15])([F:14])[C:3]1[CH:8]=[CH:7][C:6](/[CH:9]=[CH:10]/[C:11](=[O:13])[CH3:12])=[CH:5][CH:4]=1.B1(C)OC(C2C=CC=CC=2)(C2C=CC=CC=2)[C@@H]2N1CCC2.[B]1OC2C(=CC=CC=2)O1. The catalyst is C1(C)C=CC=CC=1. The product is [F:1][C:2]([F:14])([F:15])[C:3]1[CH:4]=[CH:5][C:6](/[CH:9]=[CH:10]/[C@@H:11]([OH:13])[CH3:12])=[CH:7][CH:8]=1. The yield is 0.990. (2) The reactants are C(=O)([O-])[O-].[K+].[K+].[F:7][C:8]([F:42])([F:41])[C:9]1[CH:10]=[C:11]([CH:34]=[C:35]([C:37]([F:40])([F:39])[F:38])[CH:36]=1)[CH2:12][NH:13][CH2:14][C:15]1[C:16]([N:25]([CH2:28][CH:29]2[CH2:33][CH2:32][CH2:31][CH2:30]2)[CH2:26][CH3:27])=[N:17][C:18]2[CH2:19][CH2:20][CH2:21][CH2:22][C:23]=2[CH:24]=1.Cl[C:44]([O:46][CH3:47])=[O:45]. The catalyst is C1COCC1. The product is [CH3:47][O:46][C:44](=[O:45])[N:13]([CH2:12][C:11]1[CH:10]=[C:9]([C:8]([F:41])([F:7])[F:42])[CH:36]=[C:35]([C:37]([F:40])([F:39])[F:38])[CH:34]=1)[CH2:14][C:15]1[C:16]([N:25]([CH2:28][CH:29]2[CH2:33][CH2:32][CH2:31][CH2:30]2)[CH2:26][CH3:27])=[N:17][C:18]2[CH2:19][CH2:20][CH2:21][CH2:22][C:23]=2[CH:24]=1. The yield is 0.150. (3) The reactants are [CH3:1][C:2]1[CH:3]=[C:4]2[C:9](=[CH:10][CH:11]=1)[C:8](=[O:12])[N:7]([C:13]1[CH:14]=[N:15][CH:16]=[CH:17][C:18]=1[C:19]([F:22])([F:21])[F:20])[CH2:6][CH2:5]2.OS(O)(=O)=O.[N+:28]([O-])([O-:30])=[O:29].[K+]. No catalyst specified. The product is [CH3:1][C:2]1[CH:3]=[C:4]2[C:9](=[CH:10][C:11]=1[N+:28]([O-:30])=[O:29])[C:8](=[O:12])[N:7]([C:13]1[CH:14]=[N:15][CH:16]=[CH:17][C:18]=1[C:19]([F:20])([F:22])[F:21])[CH2:6][CH2:5]2. The yield is 0.680.